Dataset: Full USPTO retrosynthesis dataset with 1.9M reactions from patents (1976-2016). Task: Predict the reactants needed to synthesize the given product. (1) Given the product [Br:1][C:2]1[CH:7]=[C:6]([F:8])[CH:5]=[C:4]2[C:3]=1[NH:9][CH:13]=[CH:12]2, predict the reactants needed to synthesize it. The reactants are: [Br:1][C:2]1[CH:7]=[C:6]([F:8])[CH:5]=[CH:4][C:3]=1[N+:9]([O-])=O.[CH:12]([Mg]Br)=[CH2:13].[NH4+].[Cl-]. (2) Given the product [CH:48]1[C:58]2[CH2:57][CH2:56][C:55]3[CH:59]=[CH:60][CH:61]=[CH:62][C:54]=3[NH:53][C:52]=2[CH:51]=[C:50]([C:63]([NH:65][C@H:66]([C:71]([NH:73][C@H:74]([C:79]([NH:81][C@H:82]2[CH2:86][CH2:85][O:84][CH:83]2[OH:87])=[O:80])[CH2:75][CH:76]([CH3:78])[CH3:77])=[O:72])[CH2:67][CH:68]([CH3:70])[CH3:69])=[O:64])[CH:49]=1, predict the reactants needed to synthesize it. The reactants are: C1C2NC3C(=CC=CC=3)SC=2C=CC=1C(N[C@H](C(N[C@H](C(N[C@H](C(N[C@H]1CCOC1O)=O)CC(C)C)=O)CC(C)C)=O)CC(C)C)=O.[CH:48]1[C:58]2[CH2:57][CH2:56][C:55]3[CH:59]=[CH:60][CH:61]=[CH:62][C:54]=3[NH:53][C:52]=2[CH:51]=[C:50]([C:63]([NH:65][C@H:66]([C:71]([NH:73][C@H:74]([C:79]([NH:81][C@H:82]2[CH2:86][CH2:85][O:84][CH:83]2[O:87]C)=[O:80])[CH2:75][CH:76]([CH3:78])[CH3:77])=[O:72])[CH2:67][CH:68]([CH3:70])[CH3:69])=[O:64])[CH:49]=1. (3) Given the product [CH2:30]([O:29][CH:20]([O:19][CH2:18][CH3:17])[C:21]1[CH:26]=[CH:25][C:24]([CH:27]=[CH:9][C:10]([O:12][CH2:13][CH3:14])=[O:11])=[CH:23][CH:22]=1)[CH3:31], predict the reactants needed to synthesize it. The reactants are: C(OP([CH2:9][C:10]([O:12][CH2:13][CH3:14])=[O:11])(OCC)=O)C.[H-].[Na+].[CH3:17][CH2:18][O:19][CH:20]([O:29][CH2:30][CH3:31])[C:21]1[CH:26]=[CH:25][C:24]([CH:27]=O)=[CH:23][CH:22]=1.[Cl-].[NH4+].